This data is from Reaction yield outcomes from USPTO patents with 853,638 reactions. The task is: Predict the reaction yield, written as a fraction of the theoretical maximum amount of product (1.0 means a 100% yield; for example, 0.34 means a 34% yield). The yield is 0.0700. The reactants are [F:1][C:2]([F:17])([F:16])[C:3]([CH:5]1[CH2:8][N:7]([C:9]([O:11][C:12]([CH3:15])([CH3:14])[CH3:13])=[O:10])[CH2:6]1)=[O:4].C[Si](C)(C)[C:20]([F:23])([F:22])[F:21].[F-].C([N+](CCCC)(CCCC)CCCC)CCC.Cl. The catalyst is O1CCCC1.C(OCC)(=O)C. The product is [F:17][C:2]([F:1])([F:16])[C:3]([CH:5]1[CH2:6][N:7]([C:9]([O:11][C:12]([CH3:14])([CH3:13])[CH3:15])=[O:10])[CH2:8]1)([OH:4])[C:20]([F:23])([F:22])[F:21].